This data is from Acute oral toxicity (LD50) regression data from Zhu et al.. The task is: Regression/Classification. Given a drug SMILES string, predict its toxicity properties. Task type varies by dataset: regression for continuous values (e.g., LD50, hERG inhibition percentage) or binary classification for toxic/non-toxic outcomes (e.g., AMES mutagenicity, cardiotoxicity, hepatotoxicity). Dataset: ld50_zhu. (1) The molecule is CCCCCCCC1CCC(=O)O1. The rat oral LD50 is 0.998, given as -log10 of the dose in mol/kg body weight (higher means more acutely toxic). (2) The drug is O=CO. The rat oral LD50 is 1.62, given as -log10 of the dose in mol/kg body weight (higher means more acutely toxic). (3) The drug is COP(=S)(OC)SCCSc1ccc(Cl)cc1. The rat oral LD50 is 3.52, given as -log10 of the dose in mol/kg body weight (higher means more acutely toxic). (4) The drug is CC(C)OP(=O)(OC(C)C)OP(=S)(CCl)OC(C)C. The rat oral LD50 is 4.29, given as -log10 of the dose in mol/kg body weight (higher means more acutely toxic).